Task: Predict the product of the given reaction.. Dataset: Forward reaction prediction with 1.9M reactions from USPTO patents (1976-2016) The product is: [CH3:1][C:2]1[CH:3]=[C:4]([NH:8][C:10]([NH:28][C:29]2[CH:30]=[CH:31][C:32]([CH2:33][C:34]3[NH:43][C:37]4[C:38](=[O:42])[NH:39][CH:40]=[CH:41][C:36]=4[N:35]=3)=[CH:44][CH:45]=2)=[O:12])[CH:5]=[N:6][CH:7]=1. Given the reactants [CH3:1][C:2]1[CH:3]=[C:4]([NH2:8])[CH:5]=[N:6][CH:7]=1.Cl[C:10](Cl)([O:12]C(=O)OC(Cl)(Cl)Cl)Cl.C(N(CC)CC)C.[NH2:28][C:29]1[CH:45]=[CH:44][C:32]([CH2:33][C:34]2[NH:43][C:37]3[C:38](=[O:42])[NH:39][CH:40]=[CH:41][C:36]=3[N:35]=2)=[CH:31][CH:30]=1, predict the reaction product.